Dataset: Forward reaction prediction with 1.9M reactions from USPTO patents (1976-2016). Task: Predict the product of the given reaction. (1) Given the reactants [Br:1][C:2]1[N:7]=[C:6]([N+:8]([O-])=O)[C:5]([O:11][CH2:12][C:13](OCC)=[O:14])=[C:4]([CH3:18])[CH:3]=1.[Cl-].[Cl-].[Ca+2].C(O)C, predict the reaction product. The product is: [Br:1][C:2]1[CH:3]=[C:4]([CH3:18])[C:5]2[O:11][CH2:12][C:13](=[O:14])[NH:8][C:6]=2[N:7]=1. (2) Given the reactants C([N:14]1[CH2:17][CH:16]([C:18]2[N:22]=[C:21]([C@H:23]([CH2:32][CH2:33][CH2:34][CH:35]3[CH2:40][CH2:39][CH2:38][CH2:37][CH2:36]3)[CH2:24][C:25]([O:27][C:28](C)(C)C)=[O:26])[O:20][N:19]=2)[CH2:15]1)(C1C=CC=CC=1)C1C=CC=CC=1.CC(Cl)OC(Cl)=O, predict the reaction product. The product is: [NH:14]1[CH2:17][CH:16]([C:18]2[N:22]=[C:21]([C@H:23]([CH2:32][CH2:33][CH2:34][CH:35]3[CH2:36][CH2:37][CH2:38][CH2:39][CH2:40]3)[CH2:24][C:25]([O:27][CH3:28])=[O:26])[O:20][N:19]=2)[CH2:15]1. (3) Given the reactants [CH3:1][O:2][C:3]1[CH:4]=[C:5](/[CH:13]=[CH:14]\[C:15]2[CH:20]=[CH:19][C:18]([O:21][CH:22]([F:24])[F:23])=[C:17]([N+:25]([O-])=O)[CH:16]=2)[CH:6]=[C:7]([O:11][CH3:12])[C:8]=1[O:9][CH3:10].S([O-])([O-])(=O)=S.[Na+].[Na+], predict the reaction product. The product is: [CH3:12][O:11][C:7]1[CH:6]=[C:5](/[CH:13]=[CH:14]\[C:15]2[CH:20]=[CH:19][C:18]([O:21][CH:22]([F:23])[F:24])=[C:17]([NH2:25])[CH:16]=2)[CH:4]=[C:3]([O:2][CH3:1])[C:8]=1[O:9][CH3:10]. (4) Given the reactants C(OC(=O)[NH:7][C@H:8]([C:10]1[N:14]([C:15]2[CH:20]=[CH:19][CH:18]=[CH:17][N:16]=2)[C:13]2[C:21]([C:26]#[N:27])=[C:22]([F:25])[CH:23]=[CH:24][C:12]=2[N:11]=1)[CH3:9])(C)(C)C.[ClH:29], predict the reaction product. The product is: [ClH:29].[ClH:29].[NH2:7][C@H:8]([C:10]1[N:14]([C:15]2[CH:20]=[CH:19][CH:18]=[CH:17][N:16]=2)[C:13]2[C:21]([C:26]#[N:27])=[C:22]([F:25])[CH:23]=[CH:24][C:12]=2[N:11]=1)[CH3:9].